Dataset: Peptide-MHC class I binding affinity with 185,985 pairs from IEDB/IMGT. Task: Regression. Given a peptide amino acid sequence and an MHC pseudo amino acid sequence, predict their binding affinity value. This is MHC class I binding data. (1) The peptide sequence is GIPAALIIL. The binding affinity (normalized) is 1.00. The MHC is Mamu-A01 with pseudo-sequence Mamu-A01. (2) The peptide sequence is IQYPLWWGH. The MHC is HLA-B35:01 with pseudo-sequence HLA-B35:01. The binding affinity (normalized) is 0.0847. (3) The peptide sequence is TSSFREKSR. The MHC is HLA-A33:01 with pseudo-sequence HLA-A33:01. The binding affinity (normalized) is 0.377. (4) The peptide sequence is QMAGVEVRY. The MHC is HLA-A11:01 with pseudo-sequence HLA-A11:01. The binding affinity (normalized) is 0.286. (5) The peptide sequence is TLLPLTQYNR. The MHC is HLA-A31:01 with pseudo-sequence HLA-A31:01. The binding affinity (normalized) is 0.335. (6) The peptide sequence is SDGTFKIGLH. The MHC is HLA-A11:01 with pseudo-sequence HLA-A11:01. The binding affinity (normalized) is 0. (7) The peptide sequence is ERNPYENIL. The MHC is HLA-B44:02 with pseudo-sequence HLA-B44:02. The binding affinity (normalized) is 0.0847. (8) The peptide sequence is SLFTEQAFY. The MHC is HLA-A26:02 with pseudo-sequence HLA-A26:02. The binding affinity (normalized) is 0.0847. (9) The peptide sequence is LSSSEPHCA. The MHC is HLA-A01:01 with pseudo-sequence HLA-A01:01. The binding affinity (normalized) is 0.229.